From a dataset of Catalyst prediction with 721,799 reactions and 888 catalyst types from USPTO. Predict which catalyst facilitates the given reaction. (1) Reactant: [C:1](Cl)(=[O:4])[CH2:2][CH3:3].[C:6](O)(=[O:14])[C:7]1[C:8](=[CH:10][CH:11]=[CH:12][CH:13]=1)[NH2:9].Cl. Product: [CH2:2]([C:1]1[O:4][C:6](=[O:14])[C:7]2[CH:13]=[CH:12][CH:11]=[CH:10][C:8]=2[N:9]=1)[CH3:3]. The catalyst class is: 4. (2) Product: [CH3:1][O:3][C:4]([C:6]1[N:7]=[C:8]2[N:14]([C:15](=[O:25])[C:16]=1[O:17][CH2:18][C:19]1[CH:24]=[CH:23][CH:22]=[CH:21][CH:20]=1)[CH2:13][CH:12]1[CH2:26][CH2:27][C:9]2([O:28][CH2:29][CH2:30][O:31][CH3:34])[CH2:10][CH2:11]1)=[O:5]. Reactant: [CH2:1]([O:3][C:4]([C:6]1[N:7]=[C:8]2[N:14]([C:15](=[O:25])[C:16]=1[O:17][CH2:18][C:19]1[CH:24]=[CH:23][CH:22]=[CH:21][CH:20]=1)[CH2:13][CH:12]1[CH2:26][CH2:27][C:9]2([O:28][CH2:29][CH2:30][OH:31])[CH2:10][CH2:11]1)=[O:5])C.[H-].[Na+].[CH3:34]I. The catalyst class is: 3. (3) Reactant: C([O:4][C@@H:5]1[C@H:9]([O:10][CH2:11][C:12]2[CH:17]=[CH:16][CH:15]=[CH:14][CH:13]=2)[C@@:8]([CH2:27][O:28]C(=O)C)([CH2:18][O:19][CH2:20][C:21]2[CH:26]=[CH:25][CH:24]=[CH:23][CH:22]=2)[O:7][C@H:6]1[N:32]1[CH:39]=[CH:38][C:36](=[O:37])[NH:35][C:33]1=[O:34])(=O)C.C[O-].[Na+].Cl. Product: [CH2:11]([O:10][C@@H:9]1[C@@:8]([CH2:27][OH:28])([CH2:18][O:19][CH2:20][C:21]2[CH:26]=[CH:25][CH:24]=[CH:23][CH:22]=2)[O:7][C@@H:6]([N:32]2[CH:39]=[CH:38][C:36](=[O:37])[NH:35][C:33]2=[O:34])[C@@H:5]1[OH:4])[C:12]1[CH:13]=[CH:14][CH:15]=[CH:16][CH:17]=1. The catalyst class is: 5. (4) Reactant: [F:1][C:2]1[CH:22]=[CH:21][C:5]([CH2:6][CH2:7][C:8]2[CH:16]=[CH:15][C:11]([C:12](O)=[O:13])=[CH:10][C:9]=2[C:17]([O:19][CH3:20])=[O:18])=[CH:4][CH:3]=1.O1CCCC1.B. Product: [F:1][C:2]1[CH:22]=[CH:21][C:5]([CH2:6][CH2:7][C:8]2[CH:16]=[CH:15][C:11]([CH2:12][OH:13])=[CH:10][C:9]=2[C:17]([O:19][CH3:20])=[O:18])=[CH:4][CH:3]=1. The catalyst class is: 5. (5) Reactant: [CH3:1][O:2][C:3](=[O:12])[C:4]1[C:9]([CH3:10])=[CH:8][CH:7]=[CH:6][C:5]=1[I:11].[Br:13]NC(=O)CCC(N)=O.C(OOC(=O)C1C=CC=CC=1)(=O)C1C=CC=CC=1. Product: [CH3:1][O:2][C:3](=[O:12])[C:4]1[C:5]([I:11])=[CH:6][CH:7]=[CH:8][C:9]=1[CH2:10][Br:13]. The catalyst class is: 53. (6) Reactant: [NH2-].[Na+].Cl.[F:4][C:5]1[CH:10]=[CH:9][C:8]([NH:11][NH2:12])=[CH:7][CH:6]=1.Br[CH2:14][C:15]1[CH:20]=[CH:19][C:18]([C:21]([F:24])([F:23])[F:22])=[C:17]([F:25])[CH:16]=1. Product: [F:25][C:17]1[CH:16]=[C:15]([CH:20]=[CH:19][C:18]=1[C:21]([F:22])([F:23])[F:24])[CH2:14][N:11]([C:8]1[CH:9]=[CH:10][C:5]([F:4])=[CH:6][CH:7]=1)[NH2:12]. The catalyst class is: 7. (7) Reactant: [C:1]([N:9]1[CH2:14][CH2:13][NH:12][CH2:11][CH2:10]1)(=[O:8])[C:2]1[CH:7]=[CH:6][CH:5]=[CH:4][CH:3]=1.C(=O)([O-])[O-].[K+].[K+].[CH3:21][C:22]1([O:25][CH2:24]1)[CH3:23]. Product: [OH:25][C:22]([CH3:24])([CH3:23])[CH2:21][N:12]1[CH2:13][CH2:14][N:9]([C:1]([C:2]2[CH:7]=[CH:6][CH:5]=[CH:4][CH:3]=2)=[O:8])[CH2:10][CH2:11]1. The catalyst class is: 10.